Dataset: Full USPTO retrosynthesis dataset with 1.9M reactions from patents (1976-2016). Task: Predict the reactants needed to synthesize the given product. (1) Given the product [CH2:19]([O:1][C:2]1[CH:9]=[C:8]([O:10][CH3:11])[CH:7]=[CH:6][C:3]=1[C:4]#[N:5])[CH3:20], predict the reactants needed to synthesize it. The reactants are: [OH:1][C:2]1[CH:9]=[C:8]([O:10][CH3:11])[CH:7]=[CH:6][C:3]=1[C:4]#[N:5].C(=O)([O-])[O-].[K+].[K+].Br[CH2:19][CH3:20]. (2) Given the product [C:14]1([NH:13][C:11]([C:9]2[N:10]=[C:5]3[CH:4]=[CH:3][C:2]([C:25]4[CH:30]=[CH:29][CH:28]=[CH:27][N:26]=4)=[CH:7][N:6]3[CH:8]=2)=[O:12])[CH:19]=[CH:18][CH:17]=[CH:16][CH:15]=1, predict the reactants needed to synthesize it. The reactants are: I[C:2]1[CH:3]=[CH:4][C:5]2[N:6]([CH:8]=[C:9]([C:11]([NH:13][C:14]3[CH:19]=[CH:18][CH:17]=[CH:16][CH:15]=3)=[O:12])[N:10]=2)[CH:7]=1.C([Sn](CCCC)(CCCC)[C:25]1[CH:30]=[CH:29][CH:28]=[CH:27][N:26]=1)CCC. (3) Given the product [CH2:1]([O:3][C:4]1[C:11]([N+:12]([O-:14])=[O:13])=[CH:10][C:9]([N+:15]([O-:17])=[O:16])=[C:8]([CH2:18][CH2:19][CH2:20][CH2:21][CH2:22][CH2:23][CH2:24][CH2:25][CH2:26][CH2:27][CH2:28][CH2:29][CH2:30][CH2:31][CH3:32])[C:5]=1[CH:6]1[C:34]([C:33]([O:39][CH2:40][CH3:41])=[O:38])=[C:35]([CH3:37])[NH:60][C:58]([CH3:59])=[C:57]1[C:55]([O:54][CH2:53][CH3:52])=[O:56])[CH3:2], predict the reactants needed to synthesize it. The reactants are: [CH2:1]([O:3][C:4]1[C:11]([N+:12]([O-:14])=[O:13])=[CH:10][C:9]([N+:15]([O-:17])=[O:16])=[C:8]([CH2:18][CH2:19][CH2:20][CH2:21][CH2:22][CH2:23][CH2:24][CH2:25][CH2:26][CH2:27][CH2:28][CH2:29][CH2:30][CH2:31][CH3:32])[C:5]=1[CH:6]=O)[CH3:2].[C:33]([O:39][CH2:40][CH3:41])(=[O:38])[CH2:34][C:35]([CH3:37])=O.C(O)(=O)C.N1CCCCC1.[CH3:52][CH2:53][O:54][C:55](/[CH:57]=[C:58](\[NH2:60])/[CH3:59])=[O:56]. (4) Given the product [F:17][C:14]1[CH:15]=[CH:16][C:11]([C:9](=[O:10])[C:8]([C:6]2[CH:5]=[CH:4][N:3]=[C:2]([O:10][CH:9]([CH3:11])[CH3:8])[CH:7]=2)=[N:18][OH:19])=[CH:12][CH:13]=1, predict the reactants needed to synthesize it. The reactants are: F[C:2]1[CH:7]=[C:6]([C:8](=[N:18][OH:19])[C:9]([C:11]2[CH:16]=[CH:15][C:14]([F:17])=[CH:13][CH:12]=2)=[O:10])[CH:5]=[CH:4][N:3]=1. (5) The reactants are: [Br:1][C:2]1[CH:3]=[CH:4][CH:5]=[C:6]2[C:10]=1[N:9]([CH3:11])[N:8]=[C:7]2[NH2:12].C1N2CCN(CC2)C1.Cl.[CH3:22][N:23]1[CH2:28][CH2:27][N:26]([S:29](Cl)(=[O:31])=[O:30])[CH2:25][CH2:24]1. Given the product [Br:1][C:2]1[CH:3]=[CH:4][CH:5]=[C:6]2[C:10]=1[N:9]([CH3:11])[N:8]=[C:7]2[NH:12][S:29]([N:26]1[CH2:27][CH2:28][N:23]([CH3:22])[CH2:24][CH2:25]1)(=[O:31])=[O:30], predict the reactants needed to synthesize it. (6) Given the product [Cl:21][C:22]1[CH:23]=[C:24]([S:29]([N:13]([CH2:12][CH2:11][CH2:10][N:9]([CH3:15])[CH3:8])[CH3:14])(=[O:31])=[O:30])[CH:25]=[N:26][C:27]=1[Cl:28], predict the reactants needed to synthesize it. The reactants are: C(N(CC)CC)C.[CH3:8][N:9]([CH3:15])[CH2:10][CH2:11][CH2:12][NH:13][CH3:14].O1CCCC1.[Cl:21][C:22]1[CH:23]=[C:24]([S:29](Cl)(=[O:31])=[O:30])[CH:25]=[N:26][C:27]=1[Cl:28].